From a dataset of CYP2C9 inhibition data for predicting drug metabolism from PubChem BioAssay. Regression/Classification. Given a drug SMILES string, predict its absorption, distribution, metabolism, or excretion properties. Task type varies by dataset: regression for continuous measurements (e.g., permeability, clearance, half-life) or binary classification for categorical outcomes (e.g., BBB penetration, CYP inhibition). Dataset: cyp2c9_veith. The result is 1 (inhibitor). The molecule is CCCc1[nH]nc2c1C(c1ccncc1)C(C#N)=C(N)O2.